From a dataset of Experimentally validated miRNA-target interactions with 360,000+ pairs, plus equal number of negative samples. Binary Classification. Given a miRNA mature sequence and a target amino acid sequence, predict their likelihood of interaction. (1) The miRNA is hsa-miR-3529-5p with sequence AGGUAGACUGGGAUUUGUUGUU. The protein sequence of the target gene is MATLIFVDKDNEEPGRRLASKDGLKLGTGVKALDGKLQVSTPRVGKVFNAPAVPKASRKALGTVNRVAEKPMKTGKPLQPKQPTLTGKKITEKSTKTQSSVPAPDDAYPEIEKFFPFNPLDFESFDLPEEHQISLLPLNGVPLMTLNEERGLEKLLHLGPPSPLKTPFLSWESDPLYSPPSALSTLDVELPPVCYDADI. Result: 0 (no interaction). (2) The miRNA is hsa-miR-6513-3p with sequence UCAAGUGUCAUCUGUCCCUAG. The protein sequence of the target gene is MAVPWEEYFRLALQEKLSTKLPEQAEDHVPPVLRLLEKRQELVDADQALQAQKEVFRTKTAALKQRWEQLEQKERELKGSFIRFDKFLQDSEARRNRALRRAAEERHQAGRREVEALRLWTQLQELRREHARLQRRLKRLEPCARLLEQALELLPGFQEVPELVARFDGLAETQAALRLREREQLAELEAARARLQQLRDAWPDEVLAQGQRRAQLQERLEAARERTLQWESKWIQIQNTAAEKTLLLGRSRMAVLNLFQLVCQHQGQPPTLDIEDTEGQLEHVKLFMQDLSAMLAGLGQ.... Result: 0 (no interaction).